Dataset: Reaction yield outcomes from USPTO patents with 853,638 reactions. Task: Predict the reaction yield, written as a fraction of the theoretical maximum amount of product (1.0 means a 100% yield; for example, 0.34 means a 34% yield). (1) The reactants are S(Cl)(Cl)=O.[CH2:5]([O:7][C:8]1[CH:9]=[C:10]2[C:15](=[C:16]3[CH2:20][C:19]([CH3:22])([CH3:21])[O:18][C:17]=13)[C:14]([C:23]1[CH:31]=[CH:30][C:26]([C:27]([OH:29])=[O:28])=[C:25]([NH:32][CH2:33][C:34]3[CH:39]=[CH:38][CH:37]=[CH:36][CH:35]=3)[CH:24]=1)=[N:13][C:12]([CH3:41])([CH3:40])[CH2:11]2)[CH3:6].[CH2:42](O)[CH3:43]. No catalyst specified. The product is [CH2:5]([O:7][C:8]1[CH:9]=[C:10]2[C:15](=[C:16]3[CH2:20][C:19]([CH3:22])([CH3:21])[O:18][C:17]=13)[C:14]([C:23]1[CH:31]=[CH:30][C:26]([C:27]([O:29][CH2:42][CH3:43])=[O:28])=[C:25]([NH:32][CH2:33][C:34]3[CH:39]=[CH:38][CH:37]=[CH:36][CH:35]=3)[CH:24]=1)=[N:13][C:12]([CH3:40])([CH3:41])[CH2:11]2)[CH3:6]. The yield is 0.440. (2) The reactants are [NH2:1][CH2:2][CH2:3][CH2:4][O:5][C:6]1[CH:35]=[CH:34][C:9]([C:10]([N:12]2[C:21]3[C:16](=[CH:17][CH:18]=[CH:19][CH:20]=3)[C@H:15]([N:22]([C:26]3[CH:31]=[CH:30][C:29]([Cl:32])=[CH:28][CH:27]=3)[C:23](=[O:25])[CH3:24])[CH2:14][C@@H:13]2[CH3:33])=[O:11])=[CH:8][CH:7]=1.C[Si]([N:40]=[C:41]=[O:42])(C)C. The catalyst is C(Cl)Cl. The product is [Cl:32][C:29]1[CH:30]=[CH:31][C:26]([N:22]([C@H:15]2[C:16]3[C:21](=[CH:20][CH:19]=[CH:18][CH:17]=3)[N:12]([C:10](=[O:11])[C:9]3[CH:8]=[CH:7][C:6]([O:5][CH2:4][CH2:3][CH2:2][NH:1][C:41]([NH2:40])=[O:42])=[CH:35][CH:34]=3)[C@@H:13]([CH3:33])[CH2:14]2)[C:23](=[O:25])[CH3:24])=[CH:27][CH:28]=1. The yield is 0.170. (3) The reactants are C[O:2][C:3]([C:5]1[C:10]2[N:11]([CH2:14][C:15]([OH:17])=O)[CH:12]=[N:13][C:9]=2[CH:8]=[CH:7][CH:6]=1)=[O:4].CN(C=O)C.[CH3:23][O:24][C:25]1[CH:26]=[C:27]([CH:29]=[C:30]([O:32][CH3:33])[CH:31]=1)[NH2:28].F[P-](F)(F)(F)(F)F.N1(OC(N(C)C)=[N+](C)C)C2N=CC=CC=2N=N1. The catalyst is O.Cl. The product is [CH3:33][O:32][C:30]1[CH:29]=[C:27]([NH:28][C:15](=[O:17])[CH2:14][N:11]2[C:10]3[C:5]([C:3]([OH:2])=[O:4])=[CH:6][CH:7]=[CH:8][C:9]=3[N:13]=[CH:12]2)[CH:26]=[C:25]([O:24][CH3:23])[CH:31]=1. The yield is 0.680. (4) The reactants are [H-].[Na+].[CH:3]([N:16]1[CH2:19][CH:18]([OH:20])[CH2:17]1)([C:10]1[CH:15]=[CH:14][CH:13]=[CH:12][CH:11]=1)[C:4]1[CH:9]=[CH:8][CH:7]=[CH:6][CH:5]=1.Cl[C:22]1[CH:27]=[CH:26][C:25]([I:28])=[CH:24][N:23]=1.[Cl-].[NH4+]. The catalyst is CN(C)C=O. The product is [CH:3]([N:16]1[CH2:19][CH:18]([O:20][C:22]2[CH:27]=[CH:26][C:25]([I:28])=[CH:24][N:23]=2)[CH2:17]1)([C:10]1[CH:15]=[CH:14][CH:13]=[CH:12][CH:11]=1)[C:4]1[CH:5]=[CH:6][CH:7]=[CH:8][CH:9]=1. The yield is 0.710. (5) The reactants are [Cl-].O[NH3+:3].[C:4](=[O:7])([O-])[OH:5].[Na+].CS(C)=O.[CH2:13]([N:20]1[C:25](=[O:26])[C:24]([CH2:27][C:28]2[CH:33]=[CH:32][C:31]([C:34]3[C:35]([C:40]#[N:41])=[CH:36][CH:37]=[CH:38][CH:39]=3)=[CH:30][CH:29]=2)=[C:23]([CH2:42][CH2:43][CH2:44][CH3:45])[N:22]=[C:21]1[CH2:46][O:47][CH3:48])[C:14]1[CH:19]=[CH:18][CH:17]=[CH:16][CH:15]=1. The catalyst is C(OCC)(=O)C. The product is [CH2:13]([N:20]1[C:25](=[O:26])[C:24]([CH2:27][C:28]2[CH:33]=[CH:32][C:31]([C:34]3[CH:39]=[CH:38][CH:37]=[CH:36][C:35]=3[C:40]3[NH:3][C:4](=[O:7])[O:5][N:41]=3)=[CH:30][CH:29]=2)=[C:23]([CH2:42][CH2:43][CH2:44][CH3:45])[N:22]=[C:21]1[CH2:46][O:47][CH3:48])[C:14]1[CH:19]=[CH:18][CH:17]=[CH:16][CH:15]=1. The yield is 0.690. (6) The reactants are [NH2:1][C:2]1[NH:6][N:5]=[C:4]([CH3:7])[C:3]=1[C:8]1[S:9][C:10]2[CH:16]=[C:15]([S:17](Cl)(=[O:19])=[O:18])[CH:14]=[CH:13][C:11]=2[N:12]=1.[CH3:21][N:22]1[CH2:27][CH2:26][NH:25][CH2:24][CH2:23]1. The catalyst is C(N(CC)CC)C. The product is [CH3:7][C:4]1[C:3]([C:8]2[S:9][C:10]3[CH:16]=[C:15]([S:17]([N:25]4[CH2:26][CH2:27][N:22]([CH3:21])[CH2:23][CH2:24]4)(=[O:19])=[O:18])[CH:14]=[CH:13][C:11]=3[N:12]=2)=[C:2]([NH2:1])[NH:6][N:5]=1. The yield is 0.200. (7) The reactants are [NH2:1][C:2]1[C:7]([F:8])=[CH:6][N:5]=[C:4]([O:9][CH2:10][C:11]2[CH:12]=[C:13]([CH:16]=[CH:17][CH:18]=2)[C:14]#[N:15])[N:3]=1.[CH2:19]([N:22]=[C:23]=[S:24])[CH2:20][CH3:21].[Li+].C[Si]([N-][Si](C)(C)C)(C)C.[NH4+].[Cl-]. The catalyst is CN(C=O)C. The product is [C:14]([C:13]1[CH:12]=[C:11]([CH:18]=[CH:17][CH:16]=1)[CH2:10][O:9][C:4]1[N:3]=[C:2]([NH:1][C:23]([NH:22][CH2:19][CH2:20][CH3:21])=[S:24])[C:7]([F:8])=[CH:6][N:5]=1)#[N:15]. The yield is 0.520. (8) The reactants are [CH3:1][O:2][C:3]1[CH:4]=[CH:5][CH:6]=[C:7]2[C:12]=1[CH:11]=[N:10][C:9]([C:13]([OH:15])=O)=[CH:8]2.[NH:16]1[CH:20]=[CH:19][N:18]=[C:17]1[NH:21][C:22]([C:24]1[C:32]2[NH:31][C:30]([NH2:33])=[N:29][C:28]=2[CH:27]=[CH:26][CH:25]=1)=[O:23].CN(C(ON1N=NC2C=CC=CC1=2)=[N+](C)C)C.F[P-](F)(F)(F)(F)F.CCN(C(C)C)C(C)C. The catalyst is CN(C=O)C. The product is [NH:18]1[CH:19]=[CH:20][N:16]=[C:17]1[NH:21][C:22]([C:24]1[C:32]2[N:31]=[C:30]([NH:33][C:13]([C:9]3[N:10]=[CH:11][C:12]4[C:7]([CH:8]=3)=[CH:6][CH:5]=[CH:4][C:3]=4[O:2][CH3:1])=[O:15])[NH:29][C:28]=2[CH:27]=[CH:26][CH:25]=1)=[O:23]. The yield is 0.380.